From a dataset of Catalyst prediction with 721,799 reactions and 888 catalyst types from USPTO. Predict which catalyst facilitates the given reaction. Reactant: [O:1]1[C:5]2[CH:6]=[CH:7][CH:8]=[CH:9][C:4]=2[CH:3]=[C:2]1B(O)O.C(=O)([O-])[O-].[Na+].[Na+].[C:19]([NH:27][C:28]1[CH:37]=[C:36](Br)[CH:35]=[CH:34][C:29]=1[C:30]([O:32]C)=[O:31])(=[O:26])[C:20]1[CH:25]=[CH:24][CH:23]=[CH:22][CH:21]=1. Product: [C:19]([NH:27][C:28]1[CH:37]=[C:36]([C:2]2[O:1][C:5]3[CH:6]=[CH:7][CH:8]=[CH:9][C:4]=3[CH:3]=2)[CH:35]=[CH:34][C:29]=1[C:30]([OH:32])=[O:31])(=[O:26])[C:20]1[CH:21]=[CH:22][CH:23]=[CH:24][CH:25]=1. The catalyst class is: 80.